This data is from Full USPTO retrosynthesis dataset with 1.9M reactions from patents (1976-2016). The task is: Predict the reactants needed to synthesize the given product. Given the product [CH3:1][O:2][C:3]([C:5]1([NH:10][C:11]([CH:13]2[CH2:17][CH:16]([O:18][S:19]([C:22]3[CH:27]=[CH:26][C:25]([Br:28])=[CH:24][CH:23]=3)(=[O:21])=[O:20])[CH2:15][N:14]2[C:29](=[O:43])[CH:30]([NH:35][C:36]([O:38][CH:39]2[CH2:40][CH:58]3[CH:56]([CH2:57]3)[CH2:42]2)=[O:37])[C:31]([CH3:33])([CH3:32])[CH3:34])=[O:12])[CH2:7][CH:6]1[CH2:8][CH3:9])=[O:4], predict the reactants needed to synthesize it. The reactants are: [CH3:1][O:2][C:3]([C:5]1([NH:10][C:11]([CH:13]2[CH2:17][CH:16]([O:18][S:19]([C:22]3[CH:27]=[CH:26][C:25]([Br:28])=[CH:24][CH:23]=3)(=[O:21])=[O:20])[CH2:15][N:14]2[C:29](=[O:43])[CH:30]([NH:35][C:36]([O:38][C:39]([CH3:42])(C)[CH3:40])=[O:37])[C:31]([CH3:34])([CH3:33])[CH3:32])=[O:12])[CH2:7][CH:6]1[CH2:8][CH3:9])=[O:4].O=C1CCC(=O)N1OC(=O)OC1C[CH:58]2[CH:56]([CH2:57]2)C1.